From a dataset of Forward reaction prediction with 1.9M reactions from USPTO patents (1976-2016). Predict the product of the given reaction. (1) Given the reactants [CH:1]1([CH2:6][CH:7]([C:20]2[CH:25]=[CH:24][C:23]([Cl:26])=[C:22]([Cl:27])[CH:21]=2)[C:8]([NH:10][C:11]2[S:12][CH:13]=[C:14]([CH2:16][C:17]([OH:19])=[O:18])[N:15]=2)=[O:9])[CH2:5][CH2:4][CH2:3][CH2:2]1.[CH3:28]O, predict the reaction product. The product is: [CH3:28][O:18][C:17](=[O:19])[CH2:16][C:14]1[N:15]=[C:11]([NH:10][C:8](=[O:9])[CH:7]([C:20]2[CH:25]=[CH:24][C:23]([Cl:26])=[C:22]([Cl:27])[CH:21]=2)[CH2:6][CH:1]2[CH2:5][CH2:4][CH2:3][CH2:2]2)[S:12][CH:13]=1. (2) Given the reactants [S:1]1[C:5]2[CH:6]=[CH:7][CH:8]=[CH:9][C:4]=2[N:3]=[C:2]1[NH:10][NH2:11].C([O:14][C:15](=O)[CH2:16][C:17]([C:19]1[CH:24]=[CH:23][CH:22]=[C:21]([O:25][CH3:26])[CH:20]=1)=O)C, predict the reaction product. The product is: [S:1]1[C:5]2[CH:6]=[CH:7][CH:8]=[CH:9][C:4]=2[N:3]=[C:2]1[N:10]1[C:15](=[O:14])[CH:16]=[C:17]([C:19]2[CH:24]=[CH:23][CH:22]=[C:21]([O:25][CH3:26])[CH:20]=2)[NH:11]1. (3) Given the reactants [CH3:1][Si:2]1([CH3:18])[CH2:6][C@@H:5]([C:7](OC)=[O:8])[N:4]([C:11]([O:13][C:14]([CH3:17])([CH3:16])[CH3:15])=[O:12])[CH2:3]1.CC(C[AlH]CC(C)C)C, predict the reaction product. The product is: [OH:8][CH2:7][C@H:5]1[N:4]([C:11]([O:13][C:14]([CH3:15])([CH3:16])[CH3:17])=[O:12])[CH2:3][Si:2]([CH3:1])([CH3:18])[CH2:6]1. (4) Given the reactants [CH3:1][C:2]1[N:3]=[C:4]([NH:7][C:8]2[CH:18]=[C:17]([O:19][C:20]3[C:29]4[C:24](=[CH:25][CH:26]=[CH:27][CH:28]=4)[CH:23]=[CH:22][CH:21]=3)[C:11]([C:12](OCC)=[O:13])=[CH:10][N:9]=2)[S:5][CH:6]=1.[H-].[Al+3].[Li+].[H-].[H-].[H-], predict the reaction product. The product is: [CH3:1][C:2]1[N:3]=[C:4]([NH:7][C:8]2[N:9]=[CH:10][C:11]([CH2:12][OH:13])=[C:17]([O:19][C:20]3[C:29]4[C:24](=[CH:25][CH:26]=[CH:27][CH:28]=4)[CH:23]=[CH:22][CH:21]=3)[CH:18]=2)[S:5][CH:6]=1. (5) Given the reactants [CH3:1][O:2][CH2:3][CH2:4][CH2:5][CH2:6][N:7]1[C:15]2[CH2:14][CH2:13][CH2:12][CH2:11][C:10]=2[CH:9]=[C:8]1[C:16]([N:18]([CH2:40][CH:41]([CH3:43])[CH3:42])[C@H:19]1[CH2:24][C@@H:23]([C:25]([N:27]2[CH2:32][CH2:31][O:30][CH2:29][CH2:28]2)=[O:26])[CH2:22][N:21](C(OC(C)(C)C)=O)[CH2:20]1)=[O:17].C(O)(C(F)(F)F)=O, predict the reaction product. The product is: [CH3:1][O:2][CH2:3][CH2:4][CH2:5][CH2:6][N:7]1[C:15]2[CH2:14][CH2:13][CH2:12][CH2:11][C:10]=2[CH:9]=[C:8]1[C:16]([N:18]([CH2:40][CH:41]([CH3:43])[CH3:42])[C@H:19]1[CH2:24][C@@H:23]([C:25]([N:27]2[CH2:28][CH2:29][O:30][CH2:31][CH2:32]2)=[O:26])[CH2:22][NH:21][CH2:20]1)=[O:17]. (6) Given the reactants Br[C:2]1[O:6][C:5]([C:7]2[O:8][C:9]([C:12]3[CH:19]=[CH:18][C:15]([C:16]#[N:17])=[CH:14][CH:13]=3)=[CH:10][CH:11]=2)=[CH:4][CH:3]=1.C([O-])([O-])=O.[Na+].[Na+].[C:26]([C:28]1[CH:33]=[CH:32][C:31](B(O)O)=[CH:30][CH:29]=1)#[N:27], predict the reaction product. The product is: [C:26]([C:28]1[CH:33]=[CH:32][C:31]([C:2]2[O:6][C:5]([C:7]3[O:8][C:9]([C:12]4[CH:19]=[CH:18][C:15]([C:16]#[N:17])=[CH:14][CH:13]=4)=[CH:10][CH:11]=3)=[CH:4][CH:3]=2)=[CH:30][CH:29]=1)#[N:27].